Dataset: Full USPTO retrosynthesis dataset with 1.9M reactions from patents (1976-2016). Task: Predict the reactants needed to synthesize the given product. (1) Given the product [NH2:20][CH2:19][CH2:18][N:17]1[C:13]2[CH:12]=[CH:11][N:10]=[C:9]([NH2:8])[C:14]=2[N:15]=[C:16]1[S:28][C:29]1[C:37]([S:38][CH3:39])=[CH:36][C:32]2[O:33][CH2:34][O:35][C:31]=2[CH:30]=1, predict the reactants needed to synthesize it. The reactants are: C(O)(C(F)(F)F)=O.[NH2:8][C:9]1[C:14]2[N:15]=[C:16]([S:28][C:29]3[C:37]([S:38][CH3:39])=[CH:36][C:32]4[O:33][CH2:34][O:35][C:31]=4[CH:30]=3)[N:17]([CH2:18][CH2:19][NH:20]C(=O)OC(C)(C)C)[C:13]=2[CH:12]=[CH:11][N:10]=1.C([O-])(O)=O.[Na+]. (2) Given the product [C:13]1([CH2:12][C:11]([N:7]2[C:8]3[C:4](=[CH:3][C:2]([C:44]4[C:52]5[C:47](=[N:48][CH:49]=[N:50][C:51]=5[NH2:53])[NH:46][N:45]=4)=[CH:10][CH:9]=3)[CH2:5][CH2:6]2)=[O:19])[CH:18]=[CH:17][CH:16]=[CH:15][CH:14]=1, predict the reactants needed to synthesize it. The reactants are: Br[C:2]1[CH:3]=[C:4]2[C:8](=[CH:9][CH:10]=1)[N:7]([C:11](=[O:19])[CH2:12][C:13]1[CH:18]=[CH:17][CH:16]=[CH:15][CH:14]=1)[CH2:6][CH2:5]2.B1(B2OC(C)(C)C(C)(C)O2)OC(C)(C)C(C)(C)O1.C([O-])(=O)C.[K+].Br[C:44]1[C:52]2[C:47](=[N:48][CH:49]=[N:50][C:51]=2[NH2:53])[NH:46][N:45]=1.C([O-])(O)=O.[Na+]. (3) Given the product [CH3:24][C:18]1[C:17]([CH2:16][O:1][C:2]2[CH:3]=[CH:4][C:5]([CH2:8][C:9]([O:11][CH3:12])=[O:10])=[CH:6][CH:7]=2)=[C:22]([CH3:23])[CH:21]=[CH:20][N:19]=1, predict the reactants needed to synthesize it. The reactants are: [OH:1][C:2]1[CH:7]=[CH:6][C:5]([CH2:8][C:9]([O:11][CH3:12])=[O:10])=[CH:4][CH:3]=1.[H-].[Na+].Cl[CH2:16][C:17]1[C:18]([CH3:24])=[N:19][CH:20]=[CH:21][C:22]=1[CH3:23]. (4) Given the product [N:52]1[CH:53]=[CH:54][CH:55]=[N:56][C:51]=1[C:2]1[CH:3]=[C:4]2[C:8](=[CH:9][CH:10]=1)[C@H:7]([N:11]1[CH2:14][C:13]3([CH2:15][CH2:16][N:17]([C:20]([O:22][C:23]([CH3:24])([CH3:26])[CH3:25])=[O:21])[CH2:18][CH2:19]3)[CH2:12]1)[CH2:6][CH2:5]2, predict the reactants needed to synthesize it. The reactants are: Br[C:2]1[CH:3]=[C:4]2[C:8](=[CH:9][CH:10]=1)[C@H:7]([N:11]1[CH2:14][C:13]3([CH2:19][CH2:18][N:17]([C:20]([O:22][C:23]([CH3:26])([CH3:25])[CH3:24])=[O:21])[CH2:16][CH2:15]3)[CH2:12]1)[CH2:6][CH2:5]2.B1(B2OC(C)(C)C(C)(C)O2)OC(C)(C)C(C)(C)O1.C([O-])(=O)C.[K+].Cl[C:51]1[N:56]=[CH:55][CH:54]=[CH:53][N:52]=1.C([O-])([O-])=O.[K+].[K+]. (5) The reactants are: [Cl:1][C:2]1[N:7]=[C:6]([CH2:8][C:9]([C:11]2[CH:12]=[C:13]([NH:17][C:18](=[O:27])[C:19]3[C:24]([F:25])=[CH:23][CH:22]=[CH:21][C:20]=3[F:26])[CH:14]=[CH:15][CH:16]=2)=O)[CH:5]=[CH:4][N:3]=1.[CH3:28][C:29]([S:32]([CH2:35][C:36](=[S:38])[NH2:37])(=[O:34])=[O:33])([CH3:31])[CH3:30]. Given the product [Cl:1][C:2]1[N:7]=[C:6]([C:8]2[S:38][C:36]([CH2:35][S:32]([C:29]([CH3:31])([CH3:30])[CH3:28])(=[O:34])=[O:33])=[N:37][C:9]=2[C:11]2[CH:12]=[C:13]([NH:17][C:18](=[O:27])[C:19]3[C:24]([F:25])=[CH:23][CH:22]=[CH:21][C:20]=3[F:26])[CH:14]=[CH:15][CH:16]=2)[CH:5]=[CH:4][N:3]=1, predict the reactants needed to synthesize it. (6) The reactants are: [Br:1][C:2]1[CH:3]=[C:4]([NH2:13])[C:5]([NH:8][C:9]([CH3:12])([CH3:11])[CH3:10])=[CH:6][CH:7]=1.[CH3:14][C:15]1[N:19]=[C:18]([C:20]2[CH:27]=[CH:26][CH:25]=[CH:24][C:21]=2[CH:22]=O)[O:17][N:16]=1.OOS([O-])=O.[K+].S([O-])([O-])(=O)=S.[Na+].[Na+]. Given the product [Br:1][C:2]1[CH:7]=[CH:6][C:5]2[N:8]([C:9]([CH3:10])([CH3:12])[CH3:11])[C:22]([C:21]3[CH:24]=[CH:25][CH:26]=[CH:27][C:20]=3[C:18]3[O:17][N:16]=[C:15]([CH3:14])[N:19]=3)=[N:13][C:4]=2[CH:3]=1, predict the reactants needed to synthesize it. (7) Given the product [F:1][C:2]1[CH:3]=[CH:4][C:5]([C:8]2[N:9]=[N:10][S:11][C:12]=2[CH:13]=[O:20])=[CH:6][CH:7]=1, predict the reactants needed to synthesize it. The reactants are: [F:1][C:2]1[CH:7]=[CH:6][C:5]([C:8]2[N:9]=[N:10][S:11][C:12]=2[CH3:13])=[CH:4][CH:3]=1.BrN1C(=[O:20])CCC1=O.N(C(C)(C)C#N)=NC(C)(C)C#N. (8) Given the product [F:24][CH:13]([P:6](=[O:5])([OH:7])[OH:12])[C:14]1[CH:15]=[N:16][C:17]2[C:22]([CH:23]=1)=[CH:21][CH:20]=[CH:19][CH:18]=2, predict the reactants needed to synthesize it. The reactants are: C([O:5][P:6]([CH:13]([F:24])[C:14]1[CH:15]=[N:16][C:17]2[C:22]([CH:23]=1)=[CH:21][CH:20]=[CH:19][CH:18]=2)(=[O:12])[O:7]C(C)(C)C)(C)(C)C. (9) Given the product [F:36][C:2]([F:1])([F:35])[C:3]1[CH:34]=[CH:33][C:6]2[NH:7][C:8]([C:10]3[CH:11]=[CH:12][C:13]([N:16]4[CH2:17][CH2:18][CH:19]([O:22][C:23]5[CH:24]=[C:25]([CH:30]=[CH:31][CH:32]=5)[C:26]([OH:28])=[O:27])[CH2:20][CH2:21]4)=[N:14][CH:15]=3)=[N:9][C:5]=2[CH:4]=1, predict the reactants needed to synthesize it. The reactants are: [F:1][C:2]([F:36])([F:35])[C:3]1[CH:34]=[CH:33][C:6]2[NH:7][C:8]([C:10]3[CH:11]=[CH:12][C:13]([N:16]4[CH2:21][CH2:20][CH:19]([O:22][C:23]5[CH:24]=[C:25]([CH:30]=[CH:31][CH:32]=5)[C:26]([O:28]C)=[O:27])[CH2:18][CH2:17]4)=[N:14][CH:15]=3)=[N:9][C:5]=2[CH:4]=1.O.[OH-].[Li+].